Dataset: Reaction yield outcomes from USPTO patents with 853,638 reactions. Task: Predict the reaction yield, written as a fraction of the theoretical maximum amount of product (1.0 means a 100% yield; for example, 0.34 means a 34% yield). (1) The reactants are Br[CH2:2][C:3]([C:5]1[C:10]([CH3:11])=[CH:9][C:8]([O:12][C:13]2[CH:18]=[CH:17][C:16]([C:19]([F:22])([F:21])[F:20])=[CH:15][CH:14]=2)=[CH:7][C:6]=1[CH3:23])=O.[NH2:24][C:25]([NH2:27])=[S:26]. The catalyst is CCO. The product is [CH3:23][C:6]1[CH:7]=[C:8]([O:12][C:13]2[CH:18]=[CH:17][C:16]([C:19]([F:22])([F:21])[F:20])=[CH:15][CH:14]=2)[CH:9]=[C:10]([CH3:11])[C:5]=1[C:3]1[N:24]=[C:25]([NH2:27])[S:26][CH:2]=1. The yield is 0.630. (2) The reactants are C(OC(=O)NC1C=CC=[C:10]([CH2:14][N:15]2[CH:19]=[CH:18][C:17]([NH:20][C:21](=[O:40])[C@@H:22]([C:29]3[CH:34]=[CH:33][C:32]([S:35]([CH3:38])(=[O:37])=[O:36])=[C:31]([Cl:39])[CH:30]=3)[CH2:23][CH:24]3[CH2:28][CH2:27][CH2:26][CH2:25]3)=[N:16]2)C=1)(C)(C)C.C(Cl)(=O)C(Cl)=O.[CH:48]([O:51]CCN1C=CC(N)=N1)([CH3:50])[CH3:49].N1C(C)=CC=CC=1C. The catalyst is C(Cl)Cl.CN(C)C=O. The product is [Cl:39][C:31]1[CH:30]=[C:29]([C@@H:22]([CH2:23][CH:24]2[CH2:28][CH2:27][CH2:26][CH2:25]2)[C:21]([NH:20][C:17]2[CH:18]=[CH:19][N:15]([CH2:14][CH2:10][O:51][CH:48]([CH3:50])[CH3:49])[N:16]=2)=[O:40])[CH:34]=[CH:33][C:32]=1[S:35]([CH3:38])(=[O:36])=[O:37]. The yield is 0.960. (3) The reactants are Cl.[C:2]12([NH2:12])[CH2:11][CH:6]3[CH2:7][CH:8]([CH2:10][CH:4]([CH2:5]3)[CH2:3]1)[CH2:9]2.C(N(CC)CC)C.[C:20]([NH:23][C:24]1[CH:29]=[CH:28][C:27]([S:30](Cl)(=[O:32])=[O:31])=[CH:26][CH:25]=1)(=[O:22])[CH3:21]. The catalyst is O1CCOCC1. The product is [C:2]12([NH:12][S:30]([C:27]3[CH:26]=[CH:25][C:24]([NH:23][C:20](=[O:22])[CH3:21])=[CH:29][CH:28]=3)(=[O:32])=[O:31])[CH2:9][CH:8]3[CH2:7][CH:6]([CH2:5][CH:4]([CH2:10]3)[CH2:3]1)[CH2:11]2. The yield is 0.303. (4) The reactants are [Br:1][C:2]1[S:6][C:5]([C:7]([NH2:9])=[O:8])=[C:4]([NH:10][CH2:11][CH3:12])[CH:3]=1.[C:13]1(=O)[CH2:17][CH2:16][CH2:15][CH2:14]1.CC1(C)C2(CS(O)(=O)=O)C(CC1CC2)=O.[O-]S([O-])(=O)=O.[Mg+2].C([O-])(O)=O.[Na+]. The catalyst is CC(N(C)C)=O. The product is [Br:1][C:2]1[S:6][C:5]2[C:7](=[O:8])[NH:9][C:13]3([CH2:17][CH2:16][CH2:15][CH2:14]3)[N:10]([CH2:11][CH3:12])[C:4]=2[CH:3]=1. The yield is 0.560. (5) The reactants are Cl[C:2]1[N:10]=[C:9]([Cl:11])[CH:8]=[CH:7][C:3]=1[C:4]([OH:6])=[O:5].[CH2:12]([NH2:14])[CH3:13]. The product is [Cl:11][C:9]1[CH:8]=[CH:7][C:3]([C:4]([OH:6])=[O:5])=[C:2]([NH:14][CH2:12][CH3:13])[N:10]=1. No catalyst specified. The yield is 0.914. (6) The yield is 0.930. The reactants are C([O:4][C@H:5]1[CH2:10][CH2:9][C@@:8]([C@H:12]2[CH2:20][CH2:19][C@@:18]3([CH3:21])[C@@H:14]([CH2:15][CH2:16][C@@:17]3([OH:28])[C:22]3[CH:27]=[CH:26][CH:25]=[CH:24][N:23]=3)[C@@H:13]2[CH2:29][OH:30])([CH3:11])[C@@H:7]([CH2:31][OH:32])[CH2:6]1)(=O)C.C(=O)([O-])[O-].[K+].[K+]. The product is [OH:4][C@H:5]1[CH2:10][CH2:9][C@@:8]([C@H:12]2[CH2:20][CH2:19][C@@:18]3([CH3:21])[C@@H:14]([CH2:15][CH2:16][C@:17]3([C:22]3[CH:27]=[CH:26][CH:25]=[CH:24][N:23]=3)[OH:28])[C@@H:13]2[CH2:29][OH:30])([CH3:11])[C@@H:7]([CH2:31][OH:32])[CH2:6]1. The catalyst is CO. (7) The reactants are [N+:1]([C:4]1[CH:8]=[CH:7][NH:6][N:5]=1)([O-:3])=[O:2].[CH:9]1(B(O)O)[CH2:11][CH2:10]1.C(=O)([O-])[O-].[Na+].[Na+].N1C=CC=CC=1C1C=CC=CN=1. The catalyst is C([O-])(=O)C.[Cu+2].C([O-])(=O)C.ClC(Cl)C. The product is [CH:9]1([N:6]2[CH:7]=[CH:8][C:4]([N+:1]([O-:3])=[O:2])=[N:5]2)[CH2:11][CH2:10]1. The yield is 0.850. (8) The reactants are [CH3:1][O:2][C:3]1[C:12]([CH3:13])=[C:11]2[C:6]([C:7]([O:21][CH:22]3[CH2:39][CH:38]4[N:24]([C:25](=[O:45])[N:26]([CH3:44])[CH2:27][CH2:28][CH2:29][CH2:30][CH:31]=[CH:32][CH:33]5[C:35]([C:41](O)=[O:42])([NH:36][C:37]4=[O:40])[CH2:34]5)[CH2:23]3)=[N:8][C:9]([C:14]3[CH:19]=[CH:18][CH:17]=[C:16]([CH3:20])[N:15]=3)=[N:10]2)=[CH:5][CH:4]=1.[CH:46]1([S:49]([NH2:52])(=[O:51])=[O:50])[CH2:48][CH2:47]1. No catalyst specified. The product is [CH3:1][O:2][C:3]1[C:12]([CH3:13])=[C:11]2[C:6]([C:7]([O:21][CH:22]3[CH2:39][CH:38]4[N:24]([C:25](=[O:45])[N:26]([CH3:44])[CH2:27][CH2:28][CH2:29][CH2:30][CH:31]=[CH:32][CH:33]5[C:35]([C:41]([NH:52][S:49]([CH:46]6[CH2:48][CH2:47]6)(=[O:51])=[O:50])=[O:42])([NH:36][C:37]4=[O:40])[CH2:34]5)[CH2:23]3)=[N:8][C:9]([C:14]3[CH:19]=[CH:18][CH:17]=[C:16]([CH3:20])[N:15]=3)=[N:10]2)=[CH:5][CH:4]=1. The yield is 0.220.